The task is: Predict the product of the given reaction.. This data is from Forward reaction prediction with 1.9M reactions from USPTO patents (1976-2016). (1) Given the reactants [C:1]([C:4]1[CH:9]=[CH:8][N:7]=[CH:6][C:5]=1[NH:10][C:11]([C:13]1[O:14][C:15]2[C:21]([C:22]([O:24][CH3:25])=[O:23])=[CH:20][CH:19]=[CH:18][C:16]=2[CH:17]=1)=O)(=[O:3])[NH2:2].CC(C)([O-])C.[Na+].Cl, predict the reaction product. The product is: [O:3]=[C:1]1[NH:2][C:11]([C:13]2[O:14][C:15]3[C:21]([C:22]([O:24][CH3:25])=[O:23])=[CH:20][CH:19]=[CH:18][C:16]=3[CH:17]=2)=[N:10][C:5]2[CH:6]=[N:7][CH:8]=[CH:9][C:4]1=2. (2) Given the reactants C([O:3][C:4](=[O:33])[CH2:5][NH:6][C:7]([C:9]1[C:14](=[O:15])[N:13]([CH2:16][C:17]2[CH:22]=[CH:21][CH:20]=[CH:19][C:18]=2[C:23]([F:26])([F:25])[F:24])[C:12]([OH:27])=[C:11]([C:28](OC)=[O:29])[C:10]=1[OH:32])=[O:8])C.[CH2:34]([NH2:39])[C:35]([CH3:38])([CH3:37])[CH3:36], predict the reaction product. The product is: [CH3:36][C:35]([CH3:38])([CH3:37])[CH2:34][NH:39][C:28]([C:11]1[C:10]([OH:32])=[C:9]([C:7]([NH:6][CH2:5][C:4]([OH:3])=[O:33])=[O:8])[C:14](=[O:15])[N:13]([CH2:16][C:17]2[CH:22]=[CH:21][CH:20]=[CH:19][C:18]=2[C:23]([F:26])([F:25])[F:24])[C:12]=1[OH:27])=[O:29]. (3) Given the reactants [F:1][C:2]1[CH:11]=[CH:10][CH:9]=[C:8]([CH:12]=O)[C:3]=1[C:4]([O:6][CH3:7])=[O:5].[C:14]([NH:22][CH2:23][C:24]([OH:26])=[O:25])(=O)[C:15]1[CH:20]=[CH:19][CH:18]=[CH:17][CH:16]=1.C([O-])(=O)C.[Na+], predict the reaction product. The product is: [F:1][C:2]1[CH:11]=[CH:10][CH:9]=[C:8](/[CH:12]=[C:23]2\[N:22]=[C:14]([C:15]3[CH:16]=[CH:17][CH:18]=[CH:19][CH:20]=3)[O:26][C:24]\2=[O:25])[C:3]=1[C:4]([O:6][CH3:7])=[O:5]. (4) Given the reactants [C:1]1([CH2:10][CH2:11]O)[CH:6]=[CH:5][CH:4]=[C:3]([CH2:7][CH2:8][OH:9])[CH:2]=1.[BrH:13], predict the reaction product. The product is: [Br:13][CH2:11][CH2:10][C:1]1[CH:2]=[C:3]([CH2:7][CH2:8][OH:9])[CH:4]=[CH:5][CH:6]=1. (5) Given the reactants [F:1][C:2]1[CH:7]=[CH:6][CH:5]=[C:4]([F:8])[C:3]=1[CH:9]([C:14]1[CH:19]=[CH:18][C:17]([CH2:20][OH:21])=[C:16]([C:22]2[CH:27]=[CH:26][C:25]([F:28])=[CH:24][C:23]=2[F:29])[N:15]=1)[C:10](=[O:13])[C:11]#[CH:12], predict the reaction product. The product is: [F:29][C:23]1[CH:24]=[C:25]([F:28])[CH:26]=[CH:27][C:22]=1[C:16]1[N:15]2[C:14]([CH:19]=[CH:18][C:17]=1[CH2:20][OH:21])=[C:9]([C:3]1[C:4]([F:8])=[CH:5][CH:6]=[CH:7][C:2]=1[F:1])[C:10](=[O:13])[CH:11]=[CH:12]2. (6) The product is: [Br:10][C:5]1[CH:6]=[C:7]([O:8][CH3:9])[C:2]([S:12][CH3:11])=[N:3][CH:4]=1. Given the reactants Br[C:2]1[C:7]([O:8][CH3:9])=[CH:6][C:5]([Br:10])=[CH:4][N:3]=1.[CH3:11][S-:12].[Na+].O, predict the reaction product.